Dataset: Reaction yield outcomes from USPTO patents with 853,638 reactions. Task: Predict the reaction yield, written as a fraction of the theoretical maximum amount of product (1.0 means a 100% yield; for example, 0.34 means a 34% yield). (1) The reactants are [CH2:1]([O:3][C:4]([C:6]1[NH:10][C:9]([C:11]([OH:13])=O)=[CH:8][C:7]=1[CH3:14])=[O:5])[CH3:2].CCN(C(C)C)C(C)C.[CH2:24]([CH2:26][NH2:27])[OH:25].CN(C(ON1N=NC2C=CC=NC1=2)=[N+](C)C)C.F[P-](F)(F)(F)(F)F. The catalyst is CN(C=O)C. The product is [OH:25][CH2:24][CH2:26][NH:27][C:11]([C:9]1[NH:10][C:6]([C:4]([O:3][CH2:1][CH3:2])=[O:5])=[C:7]([CH3:14])[CH:8]=1)=[O:13]. The yield is 0.480. (2) The reactants are [C:1]([CH:3]([CH2:9][C:10]([C:12]1[C:17](F)=[CH:16][CH:15]=[CH:14][C:13]=1F)=O)[C:4]([O:6][CH2:7]C)=[O:5])#[N:2].C(OCC)(=O)C.[ClH:26]. The catalyst is C(OCC)(=O)C. The product is [Cl:26][C:1]1[NH:2][C:10]([C:12]2[CH:17]=[CH:16][CH:15]=[CH:14][CH:13]=2)=[CH:9][C:3]=1[C:4]([O:6][CH3:7])=[O:5]. The yield is 0.370. (3) The reactants are C([N:4]1[CH2:9][CH2:8][N:7]2[N:10]=[C:11]([NH:13][C:14]3[C:15](=[O:22])[N:16]([CH3:21])[CH:17]=[C:18]([Br:20])[CH:19]=3)[CH:12]=[C:6]2[CH2:5]1)(=O)C.[OH-].[Na+].C(O)C.C(OCC)(=O)C. The catalyst is O. The product is [Br:20][C:18]1[CH:19]=[C:14]([NH:13][C:11]2[CH:12]=[C:6]3[CH2:5][NH:4][CH2:9][CH2:8][N:7]3[N:10]=2)[C:15](=[O:22])[N:16]([CH3:21])[CH:17]=1. The yield is 0.910. (4) The reactants are C(N(CC)CC)C.[I:8][C:9]1[C:17]2[C:12](=[CH:13][CH:14]=[CH:15][C:16]=2[N+:18]([O-:20])=[O:19])[NH:11][N:10]=1.[CH3:21][C:22]([O:25][C:26](O[C:26]([O:25][C:22]([CH3:24])([CH3:23])[CH3:21])=[O:27])=[O:27])([CH3:24])[CH3:23]. The catalyst is ClCCl. The product is [I:8][C:9]1[C:17]2[C:12](=[CH:13][CH:14]=[CH:15][C:16]=2[N+:18]([O-:20])=[O:19])[N:11]([C:26]([O:25][C:22]([CH3:24])([CH3:23])[CH3:21])=[O:27])[N:10]=1. The yield is 0.770.